Dataset: Forward reaction prediction with 1.9M reactions from USPTO patents (1976-2016). Task: Predict the product of the given reaction. (1) Given the reactants [Cl:1][C:2]1[N:7]=[CH:6][C:5]([O:8][CH2:9][CH:10]2[CH2:15][CH2:14][N:13](C(OC(C)(C)C)=O)[CH2:12][CH2:11]2)=[CH:4][N:3]=1.Cl.O1CCOCC1, predict the reaction product. The product is: [ClH:1].[Cl:1][C:2]1[N:7]=[CH:6][C:5]([O:8][CH2:9][CH:10]2[CH2:15][CH2:14][NH:13][CH2:12][CH2:11]2)=[CH:4][N:3]=1. (2) Given the reactants [CH3:1][O:2][C:3]1[CH:4]=[C:5]([CH:9]=[C:10]([O:14][CH3:15])[C:11]=1[O:12][CH3:13])[C:6](Cl)=[O:7].[CH2:16]([NH2:23])[C:17]1[CH:22]=[CH:21][CH:20]=[CH:19][CH:18]=1, predict the reaction product. The product is: [CH2:16]([NH:23][C:6](=[O:7])[C:5]1[CH:4]=[C:3]([O:2][CH3:1])[C:11]([O:12][CH3:13])=[C:10]([O:14][CH3:15])[CH:9]=1)[C:17]1[CH:22]=[CH:21][CH:20]=[CH:19][CH:18]=1. (3) Given the reactants C[O:2][C:3](=[O:13])[C:4]1[CH:9]=[C:8]([O:10][CH3:11])[C:7]([Cl:12])=[N:6][CH:5]=1.[OH-].[Na+].Cl, predict the reaction product. The product is: [Cl:12][C:7]1[C:8]([O:10][CH3:11])=[CH:9][C:4]([C:3]([OH:13])=[O:2])=[CH:5][N:6]=1. (4) Given the reactants [N:1]1[C:6]2[C:7]3[CH:15]=[CH:14][CH:13]=[CH:12][C:8]=3[CH2:9][CH2:10][CH2:11][C:5]=2[C:4](=[O:16])[NH:3][CH:2]=1.[C:17]1([CH3:27])[CH:22]=[CH:21][C:20]([S:23](Cl)(=[O:25])=[O:24])=[CH:19][CH:18]=1.C(N(CC)CC)C, predict the reaction product. The product is: [CH3:27][C:17]1[CH:22]=[CH:21][C:20]([S:23]([O:16][C:4]2[C:5]3[CH2:11][CH2:10][CH2:9][C:8]4[CH:12]=[CH:13][CH:14]=[CH:15][C:7]=4[C:6]=3[N:1]=[CH:2][N:3]=2)(=[O:25])=[O:24])=[CH:19][CH:18]=1.